From a dataset of Forward reaction prediction with 1.9M reactions from USPTO patents (1976-2016). Predict the product of the given reaction. (1) Given the reactants [F:1][C:2]([F:10])([F:9])[C:3]1[O:7][C:6]([NH2:8])=[N:5][CH:4]=1.[F:11][C:12]1[CH:13]=[CH:14][C:15]2[CH:16]([C:27](O)=[O:28])[C:17]3[C:22]([O:23][C:24]=2[CH:25]=1)=[CH:21][C:20]([F:26])=[CH:19][CH:18]=3, predict the reaction product. The product is: [F:1][C:2]([F:10])([F:9])[C:3]1[O:7][C:6]([NH:8][C:27]([CH:16]2[C:17]3[CH:18]=[CH:19][C:20]([F:26])=[CH:21][C:22]=3[O:23][C:24]3[C:15]2=[CH:14][CH:13]=[C:12]([F:11])[CH:25]=3)=[O:28])=[N:5][CH:4]=1. (2) Given the reactants [C:1]([O:10][CH2:11][C:12]1[CH:17]=[CH:16][CH:15]=[CH:14][CH:13]=1)(=[O:9])[C:2]1[C:3](=[CH:5][CH:6]=[CH:7][CH:8]=1)[OH:4].C(N(CC)CC)C.[CH:25]([C:28]1[CH:37]=[CH:36][CH:35]=[C:34]([CH:38]([CH3:40])[CH3:39])[C:29]=1[O:30][C:31](Cl)=[O:32])([CH3:27])[CH3:26], predict the reaction product. The product is: [CH:25]([C:28]1[CH:37]=[CH:36][CH:35]=[C:34]([CH:38]([CH3:40])[CH3:39])[C:29]=1[O:30][C:31]([O:4][C:3]1[CH:5]=[CH:6][CH:7]=[CH:8][C:2]=1[C:1]([O:10][CH2:11][C:12]1[CH:17]=[CH:16][CH:15]=[CH:14][CH:13]=1)=[O:9])=[O:32])([CH3:27])[CH3:26]. (3) Given the reactants CCC(N)CC.O[CH2:8][CH2:9][NH:10][CH:11]([CH2:14][CH3:15])[CH2:12][CH3:13].O=S(Cl)[Cl:18], predict the reaction product. The product is: [Cl-:18].[Cl:18][CH2:8][CH2:9][NH2+:10][CH:11]([CH2:14][CH3:15])[CH2:12][CH3:13]. (4) Given the reactants N[C:2](N)=[O:3].[CH:5]1([NH:11][C@H:12]2[CH2:17][CH2:16][C@H:15]([CH3:18])[CH2:14][CH2:13]2)[CH2:10][CH2:9][CH2:8][CH2:7][CH2:6]1.[NH2:19][C:20]1[S:21][C:22]([CH:25]=[O:26])=[CH:23][N:24]=1, predict the reaction product. The product is: [CH:5]1([N:11]([C@H:12]2[CH2:13][CH2:14][C@H:15]([CH3:18])[CH2:16][CH2:17]2)[C:2]([NH:19][C:20]2[S:21][C:22]([CH:25]=[O:26])=[CH:23][N:24]=2)=[O:3])[CH2:6][CH2:7][CH2:8][CH2:9][CH2:10]1. (5) Given the reactants [C:1]([O:5][C:6]([N:8]1[CH2:21][C@@H:20]([CH3:22])[N:11]2[C:12]3[CH:13]=[C:14](Br)[CH:15]=[CH:16][C:17]=3[CH2:18][C@@H:10]2[CH2:9]1)=[O:7])([CH3:4])([CH3:3])[CH3:2].[Cu][C:24]#[N:25], predict the reaction product. The product is: [C:1]([O:5][C:6]([N:8]1[CH2:21][C@@H:20]([CH3:22])[N:11]2[C:12]3[CH:13]=[C:14]([C:24]#[N:25])[CH:15]=[CH:16][C:17]=3[CH2:18][C@@H:10]2[CH2:9]1)=[O:7])([CH3:4])([CH3:3])[CH3:2]. (6) Given the reactants [Cl:1][C:2]1[CH:3]=[C:4]([CH:23]=[CH:24][C:25]=1[F:26])[CH2:5][N:6]1[CH2:15][CH2:14][C:13]2[C:8](=[C:9]([O:20]C)[C:10](=[O:19])[N:11]([CH3:18])[C:12]=2[CH2:16][CH3:17])[C:7]1=[O:22].Br, predict the reaction product. The product is: [Cl:1][C:2]1[CH:3]=[C:4]([CH:23]=[CH:24][C:25]=1[F:26])[CH2:5][N:6]1[CH2:15][CH2:14][C:13]2[C:8](=[C:9]([OH:20])[C:10](=[O:19])[N:11]([CH3:18])[C:12]=2[CH2:16][CH3:17])[C:7]1=[O:22]. (7) Given the reactants C([O:5][C:6](=[O:39])[C@@H:7]([NH:28][C:29]([O:31][CH2:32][C:33]1[CH:38]=[CH:37][CH:36]=[CH:35][CH:34]=1)=[O:30])[CH2:8][NH:9][C:10]([C:12]1[S:13][C:14]([CH2:17][CH2:18][C:19](=[O:27])[NH:20][C:21]2[NH:22][CH2:23][CH2:24][CH2:25][N:26]=2)=[CH:15][CH:16]=1)=[O:11])(C)(C)C.FC(F)(F)C(O)=O, predict the reaction product. The product is: [CH2:32]([O:31][C:29]([NH:28][C@@H:7]([CH2:8][NH:9][C:10]([C:12]1[S:13][C:14]([CH2:17][CH2:18][C:19](=[O:27])[NH:20][C:21]2[NH:22][CH2:23][CH2:24][CH2:25][N:26]=2)=[CH:15][CH:16]=1)=[O:11])[C:6]([OH:39])=[O:5])=[O:30])[C:33]1[CH:34]=[CH:35][CH:36]=[CH:37][CH:38]=1.